Dataset: Reaction yield outcomes from USPTO patents with 853,638 reactions. Task: Predict the reaction yield, written as a fraction of the theoretical maximum amount of product (1.0 means a 100% yield; for example, 0.34 means a 34% yield). (1) The product is [C:12]([N:8]1[CH:7]([CH2:16][NH:17][C:18](=[O:23])[C:19]([F:22])([F:21])[F:20])[C:6]2[CH:24]=[C:2]([C:30]3[C:29]4[C:33](=[CH:34][C:26]([F:25])=[CH:27][CH:28]=4)[N:32]([C:35]([O:37][C:38]([CH3:41])([CH3:40])[CH3:39])=[O:36])[CH:31]=3)[CH:3]=[CH:4][C:5]=2[S:9]1(=[O:11])=[O:10])([CH3:15])([CH3:14])[CH3:13]. The catalyst is O1CCOCC1.O.C1C=CC(P(C2C=CC=CC=2)[C-]2C=CC=C2)=CC=1.C1C=CC(P(C2C=CC=CC=2)[C-]2C=CC=C2)=CC=1.Cl[Pd]Cl.[Fe+2]. The reactants are Br[C:2]1[CH:3]=[CH:4][C:5]2[S:9](=[O:11])(=[O:10])[N:8]([C:12]([CH3:15])([CH3:14])[CH3:13])[CH:7]([CH2:16][NH:17][C:18](=[O:23])[C:19]([F:22])([F:21])[F:20])[C:6]=2[CH:24]=1.[F:25][C:26]1[CH:34]=[C:33]2[C:29]([C:30](B3OC(C)(C)C(C)(C)O3)=[CH:31][N:32]2[C:35]([O:37][C:38]([CH3:41])([CH3:40])[CH3:39])=[O:36])=[CH:28][CH:27]=1.C([O-])([O-])=O.[Cs+].[Cs+]. The yield is 0.510. (2) The reactants are [Cl-].[Cl-].C1(P(C2C=CC=CC=2)C2C=CC=CC=2)C=CC=CC=1.[I:22]I.N1C=CN=C1.[C:29]([O:33][C:34](=[O:46])[NH:35][CH:36]([C:39]1[CH:44]=[CH:43][C:42]([F:45])=[CH:41][CH:40]=1)[CH2:37]O)([CH3:32])([CH3:31])[CH3:30]. The catalyst is C(Cl)Cl. The product is [C:29]([O:33][C:34](=[O:46])[NH:35][CH:36]([C:39]1[CH:44]=[CH:43][C:42]([F:45])=[CH:41][CH:40]=1)[CH2:37][I:22])([CH3:32])([CH3:31])[CH3:30]. The yield is 0.580.